This data is from Peptide-MHC class II binding affinity with 134,281 pairs from IEDB. The task is: Regression. Given a peptide amino acid sequence and an MHC pseudo amino acid sequence, predict their binding affinity value. This is MHC class II binding data. The peptide sequence is EKKYFAATQFEPLAC. The MHC is DRB1_0101 with pseudo-sequence DRB1_0101. The binding affinity (normalized) is 0.673.